This data is from Catalyst prediction with 721,799 reactions and 888 catalyst types from USPTO. The task is: Predict which catalyst facilitates the given reaction. (1) Reactant: [CH3:1][O:2][C:3]1[C:8]([N:9]2[CH:13]=[C:12]([CH3:14])[N:11]=[CH:10]2)=[CH:7][N:6]=[C:5](C#N)[CH:4]=1.CC1N=CNC=1.[C:23](=[O:26])([O-])[O-:24].[K+].[K+].C1OCCOCCOCCOCCOCCOC1.BrC1C(OC)=CC(C#N)=NC=1. Product: [CH3:1][O:2][C:3]1[C:8]([N:9]2[CH:13]=[C:12]([CH3:14])[N:11]=[CH:10]2)=[CH:7][N:6]=[C:5]([C:23]([OH:24])=[O:26])[CH:4]=1. The catalyst class is: 10. (2) Reactant: [CH:1]1[C:10]2[C:5](=[CH:6][CH:7]=[CH:8][CH:9]=2)[CH:4]=[CH:3][N+:2]=1[O-].P(Cl)(Cl)([Cl:14])=O. Product: [Cl:14][C:1]1[C:10]2[C:5](=[CH:6][CH:7]=[CH:8][CH:9]=2)[CH:4]=[CH:3][N:2]=1. The catalyst class is: 4. (3) Reactant: [NH2:1][C@H:2]([C:4]([OH:6])=[O:5])[CH3:3].[CH:7]1(O)[CH2:14][CH2:13][CH2:12][CH2:11][CH2:10][CH2:9][CH2:8]1.O.C1(C)C=CC(S(O)(=O)=O)=CC=1. Product: [NH2:1][C@@H:2]([CH3:3])[C:4]([O:6][CH:7]1[CH2:14][CH2:13][CH2:12][CH2:11][CH2:10][CH2:9][CH2:8]1)=[O:5]. The catalyst class is: 11. (4) Reactant: FC(F)(F)C(O)=O.[Cl:8][C:9]1[CH:10]=[C:11]([C:17]2([C:34]([F:37])([F:36])[F:35])[O:21][N:20]=[C:19]([C:22]3[CH:23]=[C:24]4[C:28](=[CH:29][CH:30]=3)[C:27]3([CH2:33][NH:32][CH2:31]3)[O:26][CH2:25]4)[O:18]2)[CH:12]=[C:13]([Cl:16])[C:14]=1[F:15].C(N(CC)CC)C.CCN=C=NCCCN(C)C.Cl.C1C=CC2N(O)N=NC=2C=1.[CH3:67][S:68]([CH2:71][C:72](O)=[O:73])(=[O:70])=[O:69]. Product: [Cl:8][C:9]1[CH:10]=[C:11]([C:17]2([C:34]([F:36])([F:37])[F:35])[O:21][N:20]=[C:19]([C:22]3[CH:23]=[C:24]4[C:28](=[CH:29][CH:30]=3)[C:27]3([CH2:33][N:32]([C:72](=[O:73])[CH2:71][S:68]([CH3:67])(=[O:70])=[O:69])[CH2:31]3)[O:26][CH2:25]4)[O:18]2)[CH:12]=[C:13]([Cl:16])[C:14]=1[F:15]. The catalyst class is: 3. (5) The catalyst class is: 13. Reactant: [C:1]([C:3]1[C:8]2[N:9]=[C:10]([CH:12]3[CH2:14][CH2:13]3)[O:11][C:7]=2[C:6](F)=[C:5]([C:16]([O:18][CH3:19])=[O:17])[C:4]=1[CH3:20])#[N:2].C(N(CC)CC)C.[CH3:28][N:29]([CH3:35])[C@H:30]1[CH2:34][CH2:33][NH:32][CH2:31]1.C(=O)([O-])O.[Na+]. Product: [C:1]([C:3]1[C:8]2[N:9]=[C:10]([CH:12]3[CH2:14][CH2:13]3)[O:11][C:7]=2[C:6]([N:32]2[CH2:33][CH2:34][C@H:30]([N:29]([CH3:35])[CH3:28])[CH2:31]2)=[C:5]([C:16]([O:18][CH3:19])=[O:17])[C:4]=1[CH3:20])#[N:2]. (6) Reactant: F[C:2]1[N:7]2[CH:8]=[C:9]([CH2:11][N:12]3[C@H:26]4[C@@H:16]([CH2:17][CH2:18][CH2:19][C:20]5[C:21]4=[N:22][CH:23]=[CH:24][CH:25]=5)[CH2:15][CH2:14][CH2:13]3)[N:10]=[C:6]2[CH:5]=[CH:4][CH:3]=1.[CH3:27][N:28]1[CH2:33][CH2:32][NH:31][CH2:30][CH2:29]1. Product: [CH3:27][N:28]1[CH2:33][CH2:32][N:31]([C:2]2[N:7]3[CH:8]=[C:9]([CH2:11][N:12]4[C@H:26]5[C@@H:16]([CH2:17][CH2:18][CH2:19][C:20]6[C:21]5=[N:22][CH:23]=[CH:24][CH:25]=6)[CH2:15][CH2:14][CH2:13]4)[N:10]=[C:6]3[CH:5]=[CH:4][CH:3]=2)[CH2:30][CH2:29]1. The catalyst class is: 170. (7) Reactant: [CH3:1][C:2]1([CH3:33])[CH2:7][N:6]([CH2:8][C:9]2[CH:14]=[CH:13][C:12]([N:15]3[CH2:20][CH2:19][O:18][CH2:17][CH2:16]3)=[CH:11][C:10]=2[O:21][C:22]([F:25])([F:24])[F:23])[CH2:5][CH2:4][N:3]1C(OC(C)(C)C)=O.FC(F)(F)C(O)=O. Product: [CH3:1][C:2]1([CH3:33])[NH:3][CH2:4][CH2:5][N:6]([CH2:8][C:9]2[CH:14]=[CH:13][C:12]([N:15]3[CH2:16][CH2:17][O:18][CH2:19][CH2:20]3)=[CH:11][C:10]=2[O:21][C:22]([F:25])([F:23])[F:24])[CH2:7]1. The catalyst class is: 4. (8) Reactant: C([O:4][CH2:5][CH2:6][O:7][C:8]1[CH:9]=[CH:10][CH:11]=[C:12]2[C:16]=1[N:15]([CH3:17])[CH:14]=[C:13]2[S:18]([NH:21][C:22](=[O:31])[NH:23][C:24]1[S:25][C:26]([O:29][CH3:30])=[CH:27][N:28]=1)(=[O:20])=[O:19])(=O)C.C(=O)([O-])[O-].[Na+].[Na+].[OH-].[Na+]. Product: [OH:4][CH2:5][CH2:6][O:7][C:8]1[CH:9]=[CH:10][CH:11]=[C:12]2[C:16]=1[N:15]([CH3:17])[CH:14]=[C:13]2[S:18]([NH:21][C:22](=[O:31])[NH:23][C:24]1[S:25][C:26]([O:29][CH3:30])=[CH:27][N:28]=1)(=[O:19])=[O:20]. The catalyst class is: 1. (9) Reactant: [H-].[Na+].[Br:3][C:4]1[CH:9]=[C:8](F)[C:7]([N+:11]([O-:13])=[O:12])=[CH:6][C:5]=1[F:14].[CH3:15][O:16][C:17]1[CH:22]=[CH:21][C:20]([OH:23])=[CH:19][CH:18]=1. Product: [Br:3][C:4]1[CH:9]=[C:8]([O:23][C:20]2[CH:21]=[CH:22][C:17]([O:16][CH3:15])=[CH:18][CH:19]=2)[C:7]([N+:11]([O-:13])=[O:12])=[CH:6][C:5]=1[F:14]. The catalyst class is: 1. (10) Reactant: [CH2:1]([N:8]([CH2:21][C:22]1[CH:27]=[CH:26][C:25]([O:28][C:29]2[CH:34]=[CH:33][CH:32]=[C:31]([O:35][CH2:36][CH2:37][CH2:38]O)[CH:30]=2)=[CH:24][CH:23]=1)[C:9]1[C:10]([CH3:20])=[C:11]([NH:15][S:16]([CH3:19])(=[O:18])=[O:17])[CH:12]=[CH:13][CH:14]=1)[C:2]1[CH:7]=[CH:6][CH:5]=[CH:4][CH:3]=1.C1(P(C2C=CC=CC=2)C2C=CC=CC=2)C=CC=CC=1.[Br:59]N1C(=O)CCC1=O. Product: [CH2:1]([N:8]([CH2:21][C:22]1[CH:27]=[CH:26][C:25]([O:28][C:29]2[CH:34]=[CH:33][CH:32]=[C:31]([O:35][CH2:36][CH2:37][CH2:38][Br:59])[CH:30]=2)=[CH:24][CH:23]=1)[C:9]1[C:10]([CH3:20])=[C:11]([NH:15][S:16]([CH3:19])(=[O:18])=[O:17])[CH:12]=[CH:13][CH:14]=1)[C:2]1[CH:7]=[CH:6][CH:5]=[CH:4][CH:3]=1. The catalyst class is: 39.